From a dataset of Full USPTO retrosynthesis dataset with 1.9M reactions from patents (1976-2016). Predict the reactants needed to synthesize the given product. Given the product [C:41]([N:40]1[C:36]([NH:35][C:31]2[N:30]=[C:29]([CH2:28][C:15]3([C:13]([NH:12][NH2:11])=[O:14])[CH2:20][CH2:19][N:18]([C:21]([O:23][C:24]([CH3:26])([CH3:25])[CH3:27])=[O:22])[CH2:17][CH2:16]3)[CH:34]=[CH:33][CH:32]=2)=[CH:37][CH:38]=[N:39]1)([CH3:42])([CH3:43])[CH3:44], predict the reactants needed to synthesize it. The reactants are: C(OC([NH:11][NH:12][C:13]([C:15]1([CH2:28][C:29]2[CH:34]=[CH:33][CH:32]=[C:31]([NH:35][C:36]3[N:40]([C:41]([CH3:44])([CH3:43])[CH3:42])[N:39]=[CH:38][CH:37]=3)[N:30]=2)[CH2:20][CH2:19][N:18]([C:21]([O:23][C:24]([CH3:27])([CH3:26])[CH3:25])=[O:22])[CH2:17][CH2:16]1)=[O:14])=O)C1C=CC=CC=1.